The task is: Predict the reaction yield, written as a fraction of the theoretical maximum amount of product (1.0 means a 100% yield; for example, 0.34 means a 34% yield).. This data is from Reaction yield outcomes from USPTO patents with 853,638 reactions. The reactants are [OH:1][C:2]1[CH:3]=[C:4]([C:8]2[N:9]=[C:10]3[C:15](=[N:16][C:17]=2[C:18]2[CH:23]=[CH:22][CH:21]=[C:20]([OH:24])[CH:19]=2)[N:14]=[CH:13][N:12]=[C:11]3[NH2:25])[CH:5]=[CH:6][CH:7]=1.[ClH:26].C(OCC)C. The product is [ClH:26].[OH:1][C:2]1[CH:3]=[C:4]([C:8]2[N:9]=[C:10]3[C:15](=[N:16][C:17]=2[C:18]2[CH:23]=[CH:22][CH:21]=[C:20]([OH:24])[CH:19]=2)[N:14]=[CH:13][N:12]=[C:11]3[NH2:25])[CH:5]=[CH:6][CH:7]=1. The catalyst is CO. The yield is 0.947.